From a dataset of Full USPTO retrosynthesis dataset with 1.9M reactions from patents (1976-2016). Predict the reactants needed to synthesize the given product. (1) Given the product [NH2:11][C:6]1[C:5]2=[CH:4][CH:3]=[C:2]([C:23]3([OH:22])[CH2:28][CH2:27][CH2:26][N:25]([C:29]([O:31][C:32]([CH3:34])([CH3:33])[CH3:35])=[O:30])[CH2:24]3)[N:10]2[N:9]=[CH:8][N:7]=1, predict the reactants needed to synthesize it. The reactants are: Br[C:2]1[N:10]2[C:5]([C:6]([NH2:11])=[N:7][CH:8]=[N:9]2)=[CH:4][CH:3]=1.Cl[Si](C)(C)C.CC([Mg]Cl)C.[O:22]=[C:23]1[CH2:28][CH2:27][CH2:26][N:25]([C:29]([O:31][C:32]([CH3:35])([CH3:34])[CH3:33])=[O:30])[CH2:24]1.[Cl-].[NH4+]. (2) Given the product [CH2:18]([N:15]1[C:16]2[CH:17]=[C:9]3[N:8]=[C:7]([C:3]4[C:2]([NH:1][C:27]([CH:24]5[CH2:26][CH2:25]5)=[O:28])=[CH:6][NH:5][N:4]=4)[NH:23][C:10]3=[CH:11][C:12]=2[C:13]([CH3:22])([CH3:21])[C:14]1=[O:20])[CH3:19], predict the reactants needed to synthesize it. The reactants are: [NH2:1][C:2]1[C:3]([C:7]2[NH:23][C:10]3=[CH:11][C:12]4[C:13]([CH3:22])([CH3:21])[C:14](=[O:20])[N:15]([CH2:18][CH3:19])[C:16]=4[CH:17]=[C:9]3[N:8]=2)=[N:4][NH:5][CH:6]=1.[CH:24]1([C:27](Cl)=[O:28])[CH2:26][CH2:25]1.